Dataset: Forward reaction prediction with 1.9M reactions from USPTO patents (1976-2016). Task: Predict the product of the given reaction. (1) Given the reactants [Br:1][C:2]1[CH:7]=[CH:6][C:5](/[CH:8]=[CH:9]/[CH:10]=[O:11])=[CH:4][CH:3]=1.Br[CH2:13][C:14]1[CH:27]=[CH:26][CH:25]=[CH:24][C:15]=1[O:16][Si](C(C)(C)C)(C)C, predict the reaction product. The product is: [Br:1][C:2]1[CH:3]=[CH:4][C:5]([C@H:8]2[CH2:9][C:10](=[O:11])[O:16][C:15]3[CH:24]=[CH:25][CH:26]=[CH:27][C:14]=3[CH2:13]2)=[CH:6][CH:7]=1. (2) Given the reactants ClC1N=C(NC(C2C=CC3C(=CC=CC=3)C=2)C)N=C(N)N=1.NC(CC1C=CC(B2OC(C)(C)C(C)(C)O2)=CN=1)C(O)=O.C(=O)([O-])[O-].[Na+].[Na+].[NH2:49][CH:50]([CH2:54][C:55]1[CH:60]=[CH:59][C:58]([C:61]2[N:66]=[C:65]([NH2:67])[N:64]=[C:63]([NH:68][CH:69]([C:71]3[CH:80]=[CH:79][C:78]4[C:73](=[CH:74][CH:75]=[CH:76][CH:77]=4)[CH:72]=3)[CH3:70])[N:62]=2)=[CH:57][N:56]=1)[C:51]([OH:53])=[O:52], predict the reaction product. The product is: [NH2:49][C@@H:50]([CH2:54][C:55]1[CH:60]=[CH:59][C:58]([C:61]2[N:66]=[C:65]([NH2:67])[N:64]=[C:63]([NH:68][C@@H:69]([C:71]3[CH:80]=[CH:79][C:78]4[C:73](=[CH:74][CH:75]=[CH:76][CH:77]=4)[CH:72]=3)[CH3:70])[N:62]=2)=[CH:57][N:56]=1)[C:51]([OH:53])=[O:52]. (3) The product is: [Br:12][CH2:11][C:8]1[S:9][C:10]2[C:2]([Cl:1])=[CH:3][CH:4]=[CH:5][C:6]=2[N:7]=1. Given the reactants [Cl:1][C:2]1[C:10]2[S:9][C:8]([CH3:11])=[N:7][C:6]=2[CH:5]=[CH:4][CH:3]=1.[Br:12]N1C(=O)CCC1=O.C(OOC(=O)C1C=CC=CC=1)(=O)C1C=CC=CC=1, predict the reaction product.